The task is: Regression/Classification. Given a drug SMILES string, predict its absorption, distribution, metabolism, or excretion properties. Task type varies by dataset: regression for continuous measurements (e.g., permeability, clearance, half-life) or binary classification for categorical outcomes (e.g., BBB penetration, CYP inhibition). Dataset: cyp1a2_veith.. This data is from CYP1A2 inhibition data for predicting drug metabolism from PubChem BioAssay. (1) The molecule is CCOC(=O)c1sc(NS(=O)(=O)c2ccccc2)nc1C. The result is 0 (non-inhibitor). (2) The result is 1 (inhibitor). The drug is COc1ccccc1CNc1ccnc(-c2cccnc2)n1. (3) The molecule is O=C(/C=C/c1ccccc1Cl)Nc1ccncc1. The result is 1 (inhibitor). (4) The molecule is C=C(C)C1CC=C(C)/C(=N/NC(=O)c2ccc(NC(=O)c3cccc(C)c3)cc2)C1. The result is 0 (non-inhibitor). (5) The molecule is O=C(Nc1ccc2c(c1)OCCO2)c1cc2sccc2n1Cc1ccc(F)cc1. The result is 1 (inhibitor). (6) The drug is COCC(=O)N1CCC2(CCN(Cc3nccs3)CC2)CC1. The result is 0 (non-inhibitor). (7) The drug is C[C@@]12CC[C@@H]3[C@H](CC[C@H]4C[C@@H](O[C@@H]5O[C@H](CO)[C@@H](O)[C@H](O)[C@@H]5O)CC[C@]43C)[C@@]1(O)CC[C@@H]2C1=CCOC1=O. The result is 0 (non-inhibitor). (8) The molecule is Oc1c(CN2CCOCC2)cc(-c2ccccc2)cc1CN1CCOCC1. The result is 0 (non-inhibitor).